From a dataset of CYP3A4 inhibition data for predicting drug metabolism from PubChem BioAssay. Regression/Classification. Given a drug SMILES string, predict its absorption, distribution, metabolism, or excretion properties. Task type varies by dataset: regression for continuous measurements (e.g., permeability, clearance, half-life) or binary classification for categorical outcomes (e.g., BBB penetration, CYP inhibition). Dataset: cyp3a4_veith. (1) The drug is CC(C)CNC(=S)N1CCN(C)CC1.O=C(O)C(=O)O. The result is 0 (non-inhibitor). (2) The molecule is Cc1ccc2c(c1)[C@@H]1CN(C)CC[C@@H]1N2S(=O)(=O)c1ccc([N+](=O)[O-])cc1.Cl. The result is 0 (non-inhibitor).